Dataset: Full USPTO retrosynthesis dataset with 1.9M reactions from patents (1976-2016). Task: Predict the reactants needed to synthesize the given product. Given the product [Cl:19][C:16]([F:17])([F:18])[O:15][C:12]1[CH:13]=[CH:14][C:9]([NH:8][C:6](=[O:7])[C:5]2[CH:20]=[C:21]([C:22]3[NH:23][C:24]([C:27](=[O:31])[N:28]([CH3:30])[CH3:29])=[CH:25][CH:26]=3)[C:2]([N:32]3[CH2:36][CH2:35][C@@H:34]([OH:37])[CH2:33]3)=[N:3][CH:4]=2)=[CH:10][CH:11]=1, predict the reactants needed to synthesize it. The reactants are: Cl[C:2]1[C:21]([C:22]2[NH:23][C:24]([C:27](=[O:31])[N:28]([CH3:30])[CH3:29])=[CH:25][CH:26]=2)=[CH:20][C:5]([C:6]([NH:8][C:9]2[CH:14]=[CH:13][C:12]([O:15][C:16]([Cl:19])([F:18])[F:17])=[CH:11][CH:10]=2)=[O:7])=[CH:4][N:3]=1.[NH:32]1[CH2:36][CH2:35][C@@H:34]([OH:37])[CH2:33]1.CCN(C(C)C)C(C)C.